This data is from Full USPTO retrosynthesis dataset with 1.9M reactions from patents (1976-2016). The task is: Predict the reactants needed to synthesize the given product. (1) The reactants are: [CH3:1][O:2][C:3](=[O:15])[C:4]1[C:5](=[C:10](I)[CH:11]=[CH:12][CH:13]=1)[C:6]([O:8][CH3:9])=[O:7].[CH3:16][N:17]([CH3:30])[CH2:18][CH2:19][O:20][C:21]1[CH:26]=[C:25]([O:27][CH3:28])[CH:24]=[CH:23][C:22]=1[NH2:29].C1C=CC(P(C2C(C3C(P(C4C=CC=CC=4)C4C=CC=CC=4)=CC=C4C=3C=CC=C4)=C3C(C=CC=C3)=CC=2)C2C=CC=CC=2)=CC=1.C(=O)([O-])[O-].[Cs+].[Cs+]. Given the product [CH3:1][O:2][C:3](=[O:15])[C:4]1[C:5](=[C:10]([NH:29][C:22]2[CH:23]=[CH:24][C:25]([O:27][CH3:28])=[CH:26][C:21]=2[O:20][CH2:19][CH2:18][N:17]([CH3:16])[CH3:30])[CH:11]=[CH:12][CH:13]=1)[C:6]([O:8][CH3:9])=[O:7], predict the reactants needed to synthesize it. (2) Given the product [CH3:1][O:2][C:3](=[O:30])[C:4]1[CH:9]=[CH:8][C:7]([N:31]2[CH2:36][CH2:35][NH:34][CH2:33][CH2:32]2)=[CH:6][C:5]=1[O:11][C:12]1[C:20]2[N:19]=[N:18][N:17]([CH2:21][C:22]3[CH:27]=[CH:26][C:25]([O:28][CH3:29])=[CH:24][CH:23]=3)[C:16]=2[CH:15]=[CH:14][CH:13]=1, predict the reactants needed to synthesize it. The reactants are: [CH3:1][O:2][C:3](=[O:30])[C:4]1[CH:9]=[CH:8][C:7](F)=[CH:6][C:5]=1[O:11][C:12]1[C:20]2[N:19]=[N:18][N:17]([CH2:21][C:22]3[CH:27]=[CH:26][C:25]([O:28][CH3:29])=[CH:24][CH:23]=3)[C:16]=2[CH:15]=[CH:14][CH:13]=1.[NH:31]1[CH2:36][CH2:35][NH:34][CH2:33][CH2:32]1.ClCCl. (3) Given the product [OH:1][C@H:2]1[CH2:6][CH2:5][C@@H:4]([C:7]2[CH:15]=[CH:14][C:13]([C:16]([O:18][CH3:19])=[O:17])=[C:12]3[C:8]=2[CH:9]=[CH:10][N:11]3[S:20]([C:23]2[CH:24]=[CH:25][C:26]([CH3:27])=[CH:28][CH:29]=2)(=[O:22])=[O:21])[CH2:3]1, predict the reactants needed to synthesize it. The reactants are: [O:1]=[C:2]1[CH2:6][CH2:5][C@@H:4]([C:7]2[CH:15]=[CH:14][C:13]([C:16]([O:18][CH3:19])=[O:17])=[C:12]3[C:8]=2[CH:9]=[CH:10][N:11]3[S:20]([C:23]2[CH:29]=[CH:28][C:26]([CH3:27])=[CH:25][CH:24]=2)(=[O:22])=[O:21])[CH2:3]1.CCC(C)[BH-](C(C)CC)C(C)CC.[Li+].[NH4+].[Cl-].CCOC(C)=O. (4) Given the product [ClH:31].[CH2:1]([O:8][CH2:9][CH2:10][CH2:11][C@@H:12]1[CH2:17][CH2:16][CH2:15][N:14]([C:18]2[CH:19]=[N:20][CH:21]=[C:22]([O:24][CH2:25][C@@H:26]3[CH2:30][CH2:29][CH2:28][NH:27]3)[CH:23]=2)[CH2:13]1)[C:2]1[CH:3]=[CH:4][CH:5]=[CH:6][CH:7]=1, predict the reactants needed to synthesize it. The reactants are: [CH2:1]([O:8][CH2:9][CH2:10][CH2:11][C@@H:12]1[CH2:17][CH2:16][CH2:15][N:14]([C:18]2[CH:19]=[N:20][CH:21]=[C:22]([O:24][CH2:25][C@@H:26]3[CH2:30][CH2:29][CH2:28][NH:27]3)[CH:23]=2)[CH2:13]1)[C:2]1[CH:7]=[CH:6][CH:5]=[CH:4][CH:3]=1.[ClH:31]. (5) Given the product [Br:30][C:4]1[CH:5]=[C:6]2[C:11](=[CH:12][C:3]=1[O:2][CH3:1])[N:10]([C:13]1[C:17]3[CH2:18][N:19]([C:22](=[O:24])[CH3:23])[CH2:20][CH2:21][C:16]=3[N:15]([C@H:25]3[CH2:29][CH2:28][O:27][CH2:26]3)[N:14]=1)[CH2:9][CH2:8][CH2:7]2, predict the reactants needed to synthesize it. The reactants are: [CH3:1][O:2][C:3]1[CH:12]=[C:11]2[C:6]([CH2:7][CH2:8][CH2:9][N:10]2[C:13]2[C:17]3[CH2:18][N:19]([C:22](=[O:24])[CH3:23])[CH2:20][CH2:21][C:16]=3[N:15]([C@H:25]3[CH2:29][CH2:28][O:27][CH2:26]3)[N:14]=2)=[CH:5][CH:4]=1.[Br:30]N1C(=O)CCC1=O.O. (6) Given the product [N:35]([CH2:6][CH2:7][C:8]1([C:29]2[CH:34]=[CH:33][CH:32]=[CH:31][CH:30]=2)[O:13][C:12](=[O:14])[N:11]([C:15]2[CH:16]=[C:17]([C:21]3[CH:26]=[CH:25][C:24]([F:27])=[CH:23][C:22]=3[F:28])[CH:18]=[CH:19][CH:20]=2)[CH2:10][CH2:9]1)=[N+:36]=[N-:37], predict the reactants needed to synthesize it. The reactants are: CS(O[CH2:6][CH2:7][C:8]1([C:29]2[CH:34]=[CH:33][CH:32]=[CH:31][CH:30]=2)[O:13][C:12](=[O:14])[N:11]([C:15]2[CH:16]=[C:17]([C:21]3[CH:26]=[CH:25][C:24]([F:27])=[CH:23][C:22]=3[F:28])[CH:18]=[CH:19][CH:20]=2)[CH2:10][CH2:9]1)(=O)=O.[N-:35]=[N+:36]=[N-:37].[Na+]. (7) Given the product [C:34]([NH:33][CH2:32][CH2:31][NH:30][C:24]([C:7]1[C:6](=[O:29])[N:5]([CH2:1][CH2:2][CH2:3][CH3:4])[C:14]2[C:9]([C:8]=1[OH:23])=[N:10][CH:11]=[C:12]([CH2:15][C:16]1[CH:17]=[CH:18][C:19]([F:22])=[CH:20][CH:21]=1)[CH:13]=2)=[O:25])(=[O:36])[CH3:35], predict the reactants needed to synthesize it. The reactants are: [CH2:1]([N:5]1[C:14]2[C:9](=[N:10][CH:11]=[C:12]([CH2:15][C:16]3[CH:21]=[CH:20][C:19]([F:22])=[CH:18][CH:17]=3)[CH:13]=2)[C:8]([OH:23])=[C:7]([C:24](OCC)=[O:25])[C:6]1=[O:29])[CH2:2][CH2:3][CH3:4].[NH2:30][CH2:31][CH2:32][NH:33][C:34](=[O:36])[CH3:35]. (8) Given the product [N:39]1([CH2:38][C:32]2[CH:33]=[C:34]3[C:29](=[CH:30][CH:31]=2)[C@H:28]([N:25]2[CH:3]=[C:2]([CH2:1][C@@H:4]4[C:9](=[O:10])[NH:8][C:7]5[N:11]=[CH:12][CH:13]=[CH:14][C:6]=5[N:5]4[S:15]([C:18]4[CH:19]=[CH:20][C:21]([CH3:22])=[CH:23][CH:24]=4)(=[O:16])=[O:17])[N:27]=[N:26]2)[CH2:37][CH2:36][CH2:35]3)[CH2:44][CH2:43][CH2:42][CH2:41][CH2:40]1, predict the reactants needed to synthesize it. The reactants are: [CH2:1]([C@@H:4]1[C:9](=[O:10])[NH:8][C:7]2[N:11]=[CH:12][CH:13]=[CH:14][C:6]=2[N:5]1[S:15]([C:18]1[CH:24]=[CH:23][C:21]([CH3:22])=[CH:20][CH:19]=1)(=[O:17])=[O:16])[C:2]#[CH:3].[N:25]([C@@H:28]1[CH2:37][CH2:36][CH2:35][C:34]2[CH:33]=[C:32]([CH2:38][N:39]3[CH2:44][CH2:43][CH2:42][CH2:41][CH2:40]3)[CH:31]=[CH:30][C:29]1=2)=[N+:26]=[N-:27]. (9) Given the product [Cl:1][S:2]([C:5]1[C:15]([CH3:16])=[CH:14][C:8]([O:9][CH2:10][C:11]([Cl:20])=[O:12])=[CH:7][C:6]=1[CH3:17])(=[O:4])=[O:3], predict the reactants needed to synthesize it. The reactants are: [Cl:1][S:2]([C:5]1[C:15]([CH3:16])=[CH:14][C:8]([O:9][CH2:10][C:11](O)=[O:12])=[CH:7][C:6]=1[CH3:17])(=[O:4])=[O:3].O=S(Cl)[Cl:20].